This data is from Full USPTO retrosynthesis dataset with 1.9M reactions from patents (1976-2016). The task is: Predict the reactants needed to synthesize the given product. (1) Given the product [CH2:1]([C:3]1[CH:4]=[C:5]([C:41]#[C:40][Si:37]([CH3:39])([CH3:38])[CH3:36])[CH:6]=[C:7]2[C:12]=1[C:11](=[O:13])[CH2:10][CH2:9][C:8]2([CH3:15])[CH3:14])[CH3:2], predict the reactants needed to synthesize it. The reactants are: [CH2:1]([C:3]1[C:12]2[C:11](=[O:13])[CH2:10][CH2:9][C:8]([CH3:15])([CH3:14])[C:7]=2[CH:6]=[C:5](OS(C(F)(F)F)(=O)=O)[CH:4]=1)[CH3:2].C(N(CC)CC)C.CN(C)C=O.[CH3:36][Si:37]([C:40]#[CH:41])([CH3:39])[CH3:38]. (2) Given the product [S:16]1[C:17]2[CH:23]=[CH:22][CH:21]=[CH:20][C:18]=2[N:19]=[C:15]1[N:10]1[CH2:11][CH2:12][N:8]([C:3]2[CH:4]=[N:5][CH:6]=[CH:7][C:2]=2[CH3:1])[C:9]1=[O:13], predict the reactants needed to synthesize it. The reactants are: [CH3:1][C:2]1[CH:7]=[CH:6][N:5]=[CH:4][C:3]=1[N:8]1[CH2:12][CH2:11][NH:10][C:9]1=[O:13].Br[C:15]1[S:16][C:17]2[CH:23]=[CH:22][CH:21]=[CH:20][C:18]=2[N:19]=1.N[C@@H]1CCCC[C@H]1N.C(=O)([O-])[O-].[K+].[K+]. (3) Given the product [CH:10]1[C:11]2[N:12]([C:14]3[CH:19]=[CH:18][C:17]([C:20]4[O:21][C:22]([C:25]5[CH:26]=[C:27]([OH:31])[CH:28]=[CH:29][CH:30]=5)=[N:23][N:24]=4)=[CH:16][CH:15]=3)[C:13]3[C:5](=[CH:4][CH:3]=[CH:2][CH:1]=3)[C:6]=2[CH:7]=[CH:8][CH:9]=1, predict the reactants needed to synthesize it. The reactants are: [CH:1]1[C:13]2[N:12]([C:14]3[CH:19]=[CH:18][C:17]([C:20]4[O:21][C:22]([C:25]5[CH:30]=[CH:29][CH:28]=[C:27]([O:31]C)[CH:26]=5)=[N:23][N:24]=4)=[CH:16][CH:15]=3)[C:11]3[C:6](=[CH:7][CH:8]=[CH:9][CH:10]=3)[C:5]=2[CH:4]=[CH:3][CH:2]=1.B(Br)(Br)Br.C(=O)=O.CC(C)=O. (4) Given the product [F:11][C:8]1[CH:9]=[CH:10][C:5]([CH:3]([OH:4])[CH:2]([NH:1][C:39](=[O:40])[C@@H:31]([NH:30][C:28](=[O:29])[O:27][C:23]([CH3:24])([CH3:25])[CH3:26])[CH2:32][C:33]2[CH:38]=[CH:37][CH:36]=[CH:35][CH:34]=2)[CH2:12][C:13]2[CH:18]=[CH:17][C:16]([C:19]([F:22])([F:20])[F:21])=[CH:15][CH:14]=2)=[CH:6][CH:7]=1, predict the reactants needed to synthesize it. The reactants are: [NH2:1][CH:2]([CH2:12][C:13]1[CH:18]=[CH:17][C:16]([C:19]([F:22])([F:21])[F:20])=[CH:15][CH:14]=1)[CH:3]([C:5]1[CH:10]=[CH:9][C:8]([F:11])=[CH:7][CH:6]=1)[OH:4].[C:23]([O:27][C:28]([NH:30][C@H:31]([C:39](O)=[O:40])[CH2:32][C:33]1[CH:38]=[CH:37][CH:36]=[CH:35][CH:34]=1)=[O:29])([CH3:26])([CH3:25])[CH3:24].Cl.C(N=C=NCCCN(C)C)C.ON1C2C=CC=CC=2N=N1. (5) Given the product [N+:1]([C:4]1[CH:9]=[CH:8][C:7]([NH:10][CH:11]2[CH2:16][CH2:15][CH:14]([O:17][CH2:18][C:19]([OH:21])=[O:20])[CH2:13][CH2:12]2)=[CH:6][C:5]=1[C:26]([F:27])([F:28])[F:29])([O-:3])=[O:2], predict the reactants needed to synthesize it. The reactants are: [N+:1]([C:4]1[CH:9]=[CH:8][C:7]([NH:10][CH:11]2[CH2:16][CH2:15][CH:14]([O:17][CH2:18][C:19]([O:21]C(C)(C)C)=[O:20])[CH2:13][CH2:12]2)=[CH:6][C:5]=1[C:26]([F:29])([F:28])[F:27])([O-:3])=[O:2].FC(F)(F)C(O)=O.